The task is: Predict the product of the given reaction.. This data is from Forward reaction prediction with 1.9M reactions from USPTO patents (1976-2016). Given the reactants [Cl:1][C:2]1[CH:3]=[C:4]([C:9]2([C:24]([F:27])([F:26])[F:25])[O:13][N:12]=[C:11]([C:14]3[CH:22]=[CH:21][C:17]([C:18](Cl)=[O:19])=[C:16]([CH3:23])[CH:15]=3)[CH2:10]2)[CH:5]=[C:6]([Cl:8])[CH:7]=1.[N:28]1[CH:33]=[CH:32][CH:31]=[CH:30][C:29]=1[C:34]1([NH2:37])[CH2:36][CH2:35]1.O, predict the reaction product. The product is: [Cl:1][C:2]1[CH:3]=[C:4]([C:9]2([C:24]([F:25])([F:27])[F:26])[O:13][N:12]=[C:11]([C:14]3[CH:22]=[CH:21][C:17]([C:18]([NH:37][C:34]4([C:29]5[CH:30]=[CH:31][CH:32]=[CH:33][N:28]=5)[CH2:36][CH2:35]4)=[O:19])=[C:16]([CH3:23])[CH:15]=3)[CH2:10]2)[CH:5]=[C:6]([Cl:8])[CH:7]=1.